Dataset: Forward reaction prediction with 1.9M reactions from USPTO patents (1976-2016). Task: Predict the product of the given reaction. (1) Given the reactants [C:1]([O:5][C:6](=[O:30])[NH:7][C@@H:8]([CH2:19][C:20]1[C:28]2[C:23](=[CH:24][CH:25]=[C:26]([NH2:29])[CH:27]=2)[NH:22][CH:21]=1)[C:9]([N:11]1[CH2:15][CH:14]([F:16])[CH2:13][C@H:12]1[C:17]#[N:18])=[O:10])([CH3:4])([CH3:3])[CH3:2].C1[CH:39]2[CH:34]3[CH2:35][C:36](C(O)=O)([CH2:40][CH:32]1C3)[CH2:37][CH2:38]2.[OH:44]N1C2C=CC=CC=2N=N1.C(N=C=N[CH2:59][CH2:60][CH2:61]N(C)C)C.C(N(CC)C(C)C)(C)C, predict the reaction product. The product is: [C:1]([O:5][C:6](=[O:30])[NH:7][C@@H:8]([CH2:19][C:20]1[C:28]2[C:23](=[CH:24][CH:25]=[C:26]([NH:29][C:32]([CH:40]3[CH:36]4[CH2:35][CH:61]5[CH2:60][C@@H:59]3[CH2:34][CH:39]5[CH2:38][CH2:37]4)=[O:44])[CH:27]=2)[NH:22][CH:21]=1)[C:9]([N:11]1[CH2:15][CH:14]([F:16])[CH2:13][CH:12]1[C:17]#[N:18])=[O:10])([CH3:4])([CH3:2])[CH3:3]. (2) Given the reactants [OH:1][C:2]1[C:7]([C:8]([NH:10][C:11]([C:14]2[CH:15]=[CH:16][C:17]([C:20]3[CH:25]=[CH:24][C:23]([P:26](=[O:33])([O:30]CC)[O:27]CC)=[CH:22][CH:21]=3)=[N:18][CH:19]=2)([CH3:13])[CH3:12])=[O:9])=[CH:6][N:5]=[C:4]([C:34]2[N:35]=[N:36][CH:37]=[CH:38][CH:39]=2)[N:3]=1.C[Si](Br)(C)C, predict the reaction product. The product is: [OH:1][C:2]1[C:7]([C:8]([NH:10][C:11]([C:14]2[CH:15]=[CH:16][C:17]([C:20]3[CH:21]=[CH:22][C:23]([P:26](=[O:27])([OH:30])[OH:33])=[CH:24][CH:25]=3)=[N:18][CH:19]=2)([CH3:13])[CH3:12])=[O:9])=[CH:6][N:5]=[C:4]([C:34]2[N:35]=[N:36][CH:37]=[CH:38][CH:39]=2)[N:3]=1. (3) Given the reactants Cl[C:2]1[CH:11]=[C:10]([C:12]2[CH:13]=[N:14][CH:15]=[CH:16][CH:17]=2)[C:9]2[CH2:8][CH2:7][CH2:6][CH2:5][C:4]=2[N:3]=1.[F:18][C:19]1[N:24]=[C:23]([CH2:25][OH:26])[CH:22]=[CH:21][CH:20]=1.C(Cl)(Cl)Cl.C(=O)([O-])[O-].[Cs+].[Cs+], predict the reaction product. The product is: [F:18][C:19]1[N:24]=[C:23]([CH2:25][O:26][C:2]2[CH:11]=[C:10]([C:12]3[CH:13]=[N:14][CH:15]=[CH:16][CH:17]=3)[C:9]3[CH2:8][CH2:7][CH2:6][CH2:5][C:4]=3[N:3]=2)[CH:22]=[CH:21][CH:20]=1. (4) Given the reactants [H-].[Na+].[Br:3][C:4]1[CH:5]=[C:6]([CH:9]=[O:10])[NH:7][CH:8]=1.[C:11]1([CH3:21])[CH:16]=[CH:15][C:14]([S:17](Cl)(=[O:19])=[O:18])=[CH:13][CH:12]=1, predict the reaction product. The product is: [CH3:21][C:11]1[CH:16]=[CH:15][C:14]([S:17]([N:7]2[C:6]([CH:9]=[O:10])=[CH:5][C:4]([Br:3])=[CH:8]2)(=[O:19])=[O:18])=[CH:13][CH:12]=1. (5) Given the reactants [N:1]1[CH:6]=[CH:5][CH:4]=[CH:3][C:2]=1[C:7]1([OH:13])[CH2:12][CH2:11][NH:10][CH2:9][CH2:8]1.Cl[C:15]1[CH:16]=[CH:17][C:18]2[N:19]([C:21]([C:24]([F:27])([F:26])[F:25])=[N:22][N:23]=2)[N:20]=1, predict the reaction product. The product is: [N:1]1[CH:6]=[CH:5][CH:4]=[CH:3][C:2]=1[C:7]1([OH:13])[CH2:8][CH2:9][N:10]([C:15]2[CH:16]=[CH:17][C:18]3[N:19]([C:21]([C:24]([F:25])([F:27])[F:26])=[N:22][N:23]=3)[N:20]=2)[CH2:11][CH2:12]1. (6) Given the reactants [CH3:1][O:2][CH:3]([O:12][CH3:13])[C:4]1[C:9]([F:10])=[CH:8][N:7]=[CH:6][C:5]=1[NH2:11].C([O-])(=O)C.[Na+].[Br:19]Br.C(=O)([O-])O.[Na+], predict the reaction product. The product is: [Br:19][C:6]1[C:5]([NH2:11])=[C:4]([CH:3]([O:2][CH3:1])[O:12][CH3:13])[C:9]([F:10])=[CH:8][N:7]=1.